Dataset: Full USPTO retrosynthesis dataset with 1.9M reactions from patents (1976-2016). Task: Predict the reactants needed to synthesize the given product. Given the product [C:32]1([C:30]2[N:26]=[C:25]([CH:11]3[CH2:12][CH:13]([C:15]4[CH:20]=[CH:19][C:18]([C:21]([F:22])([F:23])[F:24])=[CH:17][CH:16]=4)[CH2:14][N:9]([C:7]([N:1]4[CH2:6][CH2:5][O:4][CH2:3][CH2:2]4)=[O:8])[CH2:10]3)[S:27][CH:29]=2)[CH:37]=[CH:36][CH:35]=[CH:34][CH:33]=1, predict the reactants needed to synthesize it. The reactants are: [N:1]1([C:7]([N:9]2[CH2:14][CH:13]([C:15]3[CH:20]=[CH:19][C:18]([C:21]([F:24])([F:23])[F:22])=[CH:17][CH:16]=3)[CH2:12][CH:11]([C:25](=[S:27])[NH2:26])[CH2:10]2)=[O:8])[CH2:6][CH2:5][O:4][CH2:3][CH2:2]1.Br[CH2:29][C:30]([C:32]1[CH:37]=[CH:36][CH:35]=[CH:34][CH:33]=1)=O.